This data is from Catalyst prediction with 721,799 reactions and 888 catalyst types from USPTO. The task is: Predict which catalyst facilitates the given reaction. (1) Reactant: [NH2:1][C:2]1[C:3]([C:16]([O:18][CH2:19][CH3:20])=[O:17])=[N:4][CH:5]=[C:6]([CH2:8][C:9]2[CH:14]=[CH:13][C:12]([F:15])=[CH:11][CH:10]=2)[CH:7]=1.[CH3:21][S:22][CH2:23][CH2:24][CH:25]=O.C(O)(=O)C.C(O[BH-](OC(=O)C)OC(=O)C)(=O)C.[Na+]. Product: [F:15][C:12]1[CH:11]=[CH:10][C:9]([CH2:8][C:6]2[CH:7]=[C:2]([NH:1][CH2:25][CH2:24][CH2:23][S:22][CH3:21])[C:3]([C:16]([O:18][CH2:19][CH3:20])=[O:17])=[N:4][CH:5]=2)=[CH:14][CH:13]=1. The catalyst class is: 417. (2) Reactant: [F:1][C:2]1([F:30])[CH2:6][N:5]([C:7]([CH:9]2[CH2:14][CH2:13][N:12]([C:15]3[CH:16]=[N:17][CH:18]=[CH:19][C:20]=3[N:21]3[CH:25]=[C:24]([CH3:26])[CH:23]=[N:22]3)[CH2:11][CH2:10]2)=[O:8])[C@H:4]([C:27]([NH2:29])=O)[CH2:3]1.N1C=CN=C1.P(Cl)(Cl)(Cl)=O.Cl. Product: [F:30][C:2]1([F:1])[CH2:6][N:5]([C:7]([CH:9]2[CH2:10][CH2:11][N:12]([C:15]3[CH:16]=[N:17][CH:18]=[CH:19][C:20]=3[N:21]3[CH:25]=[C:24]([CH3:26])[CH:23]=[N:22]3)[CH2:13][CH2:14]2)=[O:8])[C@H:4]([C:27]#[N:29])[CH2:3]1. The catalyst class is: 17. (3) Reactant: [S:1]1[CH:5]=[CH:4][C:3]([CH2:6][C:7]#[N:8])=[CH:2]1.[C:9]([O:13][CH2:14][CH3:15])(=[O:12])[CH:10]=[CH2:11].[CH3:16][C:17](C)([O-])[CH3:18].[K+]. Product: [C:7]([C:6]([C:3]1[CH:4]=[CH:5][S:1][CH:2]=1)([CH:17]([CH3:18])[CH3:16])[CH2:11][CH2:10][C:9]([O:13][CH2:14][CH3:15])=[O:12])#[N:8]. The catalyst class is: 9. (4) Product: [Cl:1][C:2]1[N:7]=[C:6]([NH:21][C:22]2[CH:23]=[C:24]([NH:28][C:29](=[O:35])[O:30][C:31]([CH3:33])([CH3:32])[CH3:34])[CH:25]=[CH:26][CH:27]=2)[C:5]([N+:9]([O-:11])=[O:10])=[CH:4][N:3]=1. The catalyst class is: 1. Reactant: [Cl:1][C:2]1[N:7]=[C:6](Cl)[C:5]([N+:9]([O-:11])=[O:10])=[CH:4][N:3]=1.CCN(C(C)C)C(C)C.[NH2:21][C:22]1[CH:23]=[C:24]([NH:28][C:29](=[O:35])[O:30][C:31]([CH3:34])([CH3:33])[CH3:32])[CH:25]=[CH:26][CH:27]=1. (5) Reactant: [F:1][C:2]1[CH:9]=[CH:8][C:5]([CH:6]=O)=[CH:4][CH:3]=1.[CH3:10][N:11]1[CH:15]=[CH:14][N:13]=[C:12]1/[CH:16]=[N:17]/[C:18]1[CH:26]=[CH:25][CH:24]=[C:23]2[C:19]=1[CH2:20][O:21][C:22]2=[O:27].[O-:28][CH2:29][CH3:30].[Na+].C(O)C. Product: [F:1][C:2]1[CH:9]=[CH:8][C:5]([CH:6]2[C:29](=[O:28])[C:30]3[C:23]([C:22]([O:21][CH2:20][CH3:19])=[O:27])=[CH:24][CH:25]=[CH:26][C:18]=3[NH:17][CH:16]2[C:12]2[N:11]([CH3:10])[CH:15]=[CH:14][N:13]=2)=[CH:4][CH:3]=1. The catalyst class is: 567. (6) Reactant: [CH2:1]([O:8][C:9](=[O:20])[NH:10][C:11]1[CH:16]=[C:15]([F:17])[C:14]([OH:18])=[CH:13][C:12]=1[F:19])[C:2]1[CH:7]=[CH:6][CH:5]=[CH:4][CH:3]=1.[Cl:21][C:22]1[CH:27]=[C:26](Cl)[N:25]=[CH:24][N:23]=1.C(=O)([O-])[O-].[K+].[K+].O. Product: [CH2:1]([O:8][C:9](=[O:20])[NH:10][C:11]1[CH:16]=[C:15]([F:17])[C:14]([O:18][C:26]2[N:25]=[CH:24][N:23]=[C:22]([Cl:21])[CH:27]=2)=[CH:13][C:12]=1[F:19])[C:2]1[CH:7]=[CH:6][CH:5]=[CH:4][CH:3]=1. The catalyst class is: 9.